From a dataset of Catalyst prediction with 721,799 reactions and 888 catalyst types from USPTO. Predict which catalyst facilitates the given reaction. Reactant: [OH:1][C:2]1[CH:7]=[CH:6][C:5]([CH2:8][C:9]#[N:10])=[CH:4][CH:3]=1.N1C=CN=C1.[Si:16](Cl)([C:19]([CH3:22])([CH3:21])[CH3:20])([CH3:18])[CH3:17]. Product: [Si:16]([O:1][C:2]1[CH:7]=[CH:6][C:5]([CH2:8][C:9]#[N:10])=[CH:4][CH:3]=1)([C:19]([CH3:22])([CH3:21])[CH3:20])([CH3:18])[CH3:17]. The catalyst class is: 35.